Task: Predict the product of the given reaction.. Dataset: Forward reaction prediction with 1.9M reactions from USPTO patents (1976-2016) Given the reactants [CH:1]1[C:13]2[CH2:12][CH:11]3[CH:6]([CH2:7][CH2:8][CH2:9][CH2:10]3)[C:5]=2[CH:4]=[CH:3][C:2]=1[O:14][CH2:15][C@H:16]1[O:20][C:19]([NH2:21])=[N:18][CH2:17]1.C1O[C@H]1CCl.[CH:27]1[C:39]2CC3C(CCCC3)[C:31]=2[CH:30]=C[C:28]=1[OH:40].C(OCC)(=O)C#CCC, predict the reaction product. The product is: [CH2:31]([C:39]1[N:18]2[CH2:17][C@@H:16]([CH2:15][O:14][C:2]3[CH:3]=[CH:4][C:5]4[CH:6]5[CH:11]([CH2:10][CH2:9][CH2:8][CH2:7]5)[CH2:12][C:13]=4[CH:1]=3)[O:20][C:19]2=[N:21][C:28](=[O:40])[CH:27]=1)[CH3:30].